From a dataset of Forward reaction prediction with 1.9M reactions from USPTO patents (1976-2016). Predict the product of the given reaction. Given the reactants [O:1]=[C:2]1[C:7]([CH2:8][C:9]2[CH:14]=[CH:13][C:12]([C:15]3[C:16]([C:21]#[N:22])=[CH:17][CH:18]=[CH:19][CH:20]=3)=[CH:11][CH:10]=2)=[C:6]([CH2:23][CH2:24][CH3:25])[N:5]2[N:26]=[CH:27][N:28]=[C:4]2[NH:3]1.[CH:29]([O:32][C:33]1[CH:38]=[CH:37][C:36](OB(O)O)=[CH:35][CH:34]=1)([CH3:31])[CH3:30].N1C=CC=CC=1.C(N(CC)CC)C, predict the reaction product. The product is: [CH3:30][CH:29]([O:32][C:33]1[CH:38]=[CH:37][C:36]([N:3]2[C:2](=[O:1])[C:7]([CH2:8][C:9]3[CH:10]=[CH:11][C:12]([C:15]4[C:16]([C:21]#[N:22])=[CH:17][CH:18]=[CH:19][CH:20]=4)=[CH:13][CH:14]=3)=[C:6]([CH2:23][CH2:24][CH3:25])[N:5]3[N:26]=[CH:27][N:28]=[C:4]23)=[CH:35][CH:34]=1)[CH3:31].